From a dataset of Reaction yield outcomes from USPTO patents with 853,638 reactions. Predict the reaction yield, written as a fraction of the theoretical maximum amount of product (1.0 means a 100% yield; for example, 0.34 means a 34% yield). (1) The reactants are CS(C)=O.C(Cl)(=O)C(Cl)=O.[Cl:11][C:12]1[CH:20]=[CH:19][C:18]2[C:14](=[CH:15][N:16]([CH3:21])[N:17]=2)[C:13]=1[CH2:22][OH:23].C(N(CC)CC)C. The catalyst is ClCCl. The product is [Cl:11][C:12]1[CH:20]=[CH:19][C:18]2[C:14](=[CH:15][N:16]([CH3:21])[N:17]=2)[C:13]=1[CH:22]=[O:23]. The yield is 0.850. (2) The reactants are [C:1]1([S:11]([N:14]2[CH2:19][CH2:18][CH2:17][CH2:16][CH:15]2[CH2:20][CH2:21][CH2:22][C:23]([O:25]C)=[O:24])(=[O:13])=[O:12])[C:10]2[C:5](=[CH:6][CH:7]=[CH:8][CH:9]=2)[CH:4]=[CH:3][CH:2]=1.[OH-].[Li+]. The catalyst is CO.O. The product is [C:1]1([S:11]([N:14]2[CH2:19][CH2:18][CH2:17][CH2:16][CH:15]2[CH2:20][CH2:21][CH2:22][C:23]([OH:25])=[O:24])(=[O:13])=[O:12])[C:10]2[C:5](=[CH:6][CH:7]=[CH:8][CH:9]=2)[CH:4]=[CH:3][CH:2]=1. The yield is 0.910. (3) The reactants are [CH:1]12[CH2:10][CH:5]3[CH2:6][CH:7]([CH2:9][CH:3]([CH2:4]3)[CH:2]1[CH2:11][C:12]([NH:14][C:15]1[CH:24]=[CH:23][CH:22]=[C:21]3[C:16]=1[CH:17]=[CH:18]O[C:20]3=[O:25])=[O:13])[CH2:8]2.[NH3:26]. The catalyst is C(O)C. The product is [CH:3]12[CH2:4][CH:5]3[CH2:6][CH:7]([CH2:8][CH:1]([CH2:10]3)[CH:2]1[CH2:11][C:12]([NH:14][C:15]1[CH:24]=[CH:23][CH:22]=[C:21]3[C:16]=1[CH:17]=[CH:18][NH:26][C:20]3=[O:25])=[O:13])[CH2:9]2. The yield is 0.450. (4) The product is [C:28]([N:32]([CH3:33])[C:20]([C:19]1[C:15]2[CH2:14][O:13][C:8]3[CH:9]=[C:10]([O:11][CH3:12])[C:5]([CH2:1][CH:2]([CH3:3])[CH3:4])=[CH:6][C:7]=3[C:16]=2[N:17]([C:23]2[S:24][CH:25]=[CH:26][CH:27]=2)[N:18]=1)=[O:21])([CH3:31])([CH3:30])[CH3:29]. The yield is 0.750. The catalyst is C(Cl)Cl. The reactants are [CH2:1]([C:5]1[C:10]([O:11][CH3:12])=[CH:9][C:8]2[O:13][CH2:14][C:15]3[C:19]([C:20](O)=[O:21])=[N:18][N:17]([C:23]4[S:24][CH:25]=[CH:26][CH:27]=4)[C:16]=3[C:7]=2[CH:6]=1)[CH:2]([CH3:4])[CH3:3].[C:28]([NH:32][CH3:33])([CH3:31])([CH3:30])[CH3:29].CN(C(ON1N=NC2C=CC=NC1=2)=[N+](C)C)C.F[P-](F)(F)(F)(F)F.C(N(C(C)C)CC)(C)C. (5) The reactants are [NH2:1][C:2]1[N:7]=[CH:6][N:5]=[C:4]2[N:8]([CH2:25][C@@H:26]3[CH2:30][CH2:29][CH2:28][N:27]3[C:31](=[O:35])[CH2:32][C:33]#[N:34])[N:9]=[C:10]([C:11]3[CH:16]=[CH:15][C:14]([O:17][C:18]4[CH:23]=[CH:22][CH:21]=[CH:20][CH:19]=4)=[CH:13][C:12]=3[F:24])[C:3]=12.N1CCCCC1.[CH3:42][C:43]([N:47]1[CH2:52][CH2:51][CH2:50][CH2:49][CH2:48]1)([CH3:46])[CH:44]=O. The catalyst is C1(C)C=CC=CC=1. The product is [NH2:1][C:2]1[N:7]=[CH:6][N:5]=[C:4]2[N:8]([CH2:25][C@@H:26]3[CH2:30][CH2:29][CH2:28][N:27]3[C:31]([C:32](=[CH:42][C:43]([CH3:46])([N:47]3[CH2:52][CH2:51][CH2:50][CH2:49][CH2:48]3)[CH3:44])[C:33]#[N:34])=[O:35])[N:9]=[C:10]([C:11]3[CH:16]=[CH:15][C:14]([O:17][C:18]4[CH:19]=[CH:20][CH:21]=[CH:22][CH:23]=4)=[CH:13][C:12]=3[F:24])[C:3]=12. The yield is 0.180. (6) The product is [OH:1][C@@H:2]([C@H:4]1[C:10](=[O:11])[N:9]2[C@@H:5]1[CH2:6][C:7]([C:15]1[CH:25]=[CH:24][C:18]3[N:19]([CH3:23])[C:20](=[O:22])[O:21][C:17]=3[CH:16]=1)=[C:8]2[C:12]([O:14][CH2:34][O:33][C:27](=[O:32])[C:28]([CH3:31])([CH3:30])[CH3:29])=[O:13])[CH3:3]. The catalyst is CN(C=O)C. The yield is 0.760. The reactants are [OH:1][C@@H:2]([C@H:4]1[C:10](=[O:11])[N:9]2[C@@H:5]1[CH2:6][C:7]([C:15]1[CH:25]=[CH:24][C:18]3[N:19]([CH3:23])[C:20](=[O:22])[O:21][C:17]=3[CH:16]=1)=[C:8]2[C:12]([O-:14])=[O:13])[CH3:3].[Na+].[C:27]([O:33][CH2:34]I)(=[O:32])[C:28]([CH3:31])([CH3:30])[CH3:29].C(OCC)(=O)C. (7) The reactants are [Br:1][C:2]1[CH:11]=[C:10]2[C:5]([NH:6][C@@H:7]([CH3:21])[CH2:8][N:9]2[C:12]([C:14]2[CH:19]=[CH:18][CH:17]=[CH:16][C:15]=2[F:20])=O)=[CH:4][CH:3]=1.COC1C=CC(P2(=S)SP(C3C=CC(OC)=CC=3)(=S)[S:31]2)=CC=1. The catalyst is C1(C)C=CC=CC=1. The product is [Br:1][C:2]1[CH:11]=[C:10]2[C:5]([NH:6][C@@H:7]([CH3:21])[CH2:8][N:9]2[C:12]([C:14]2[CH:19]=[CH:18][CH:17]=[CH:16][C:15]=2[F:20])=[S:31])=[CH:4][CH:3]=1. The yield is 0.800.